Dataset: Forward reaction prediction with 1.9M reactions from USPTO patents (1976-2016). Task: Predict the product of the given reaction. Given the reactants [NH:1]([CH:3]([CH2:6][CH:7]1[CH2:12][CH2:11][O:10][CH2:9][CH2:8]1)[CH2:4][OH:5])N, predict the reaction product. The product is: [NH2:1][CH:3]([CH2:6][CH:7]1[CH2:8][CH2:9][O:10][CH2:11][CH2:12]1)[CH2:4][OH:5].